This data is from Full USPTO retrosynthesis dataset with 1.9M reactions from patents (1976-2016). The task is: Predict the reactants needed to synthesize the given product. (1) Given the product [Cl:31][C:21]1[CH:22]=[C:23]([S:27]([NH:2][C:3]2[CH:8]=[CH:7][C:6]([N:9]3[CH2:14][CH2:13][CH:12]([NH:48][CH2:47][CH:46]([OH:49])[C:41]4[CH:40]=[CH:39][CH:44]=[C:43]([OH:45])[CH:42]=4)[CH2:11][CH2:10]3)=[CH:5][CH:4]=2)(=[O:29])=[O:28])[CH:24]=[C:25]([Cl:26])[C:20]=1[O:19][C:18]1[CH:32]=[CH:33][C:34]([N+:36]([O-:38])=[O:37])=[CH:35][C:17]=1[Cl:16], predict the reactants needed to synthesize it. The reactants are: Cl.[NH2:2][C:3]1[CH:8]=[CH:7][C:6]([N:9]2[CH2:14][CH2:13][C:12](=O)[CH2:11][CH2:10]2)=[CH:5][CH:4]=1.[Cl:16][C:17]1[CH:35]=[C:34]([N+:36]([O-:38])=[O:37])[CH:33]=[CH:32][C:18]=1[O:19][C:20]1[C:25]([Cl:26])=[CH:24][C:23]([S:27](Cl)(=[O:29])=[O:28])=[CH:22][C:21]=1[Cl:31].[CH:39]1[CH:44]=[C:43]([OH:45])[CH:42]=[C:41]([CH:46]([OH:49])[CH2:47][NH2:48])[CH:40]=1. (2) Given the product [OH:1][C:2]1[C:7]([CH2:16][CH:15]=[C:14]([CH3:17])[CH3:13])=[C:6]([OH:8])[CH:5]=[CH:4][C:3]=1[C:9](=[O:11])[CH3:10], predict the reactants needed to synthesize it. The reactants are: [OH:1][C:2]1[CH:7]=[C:6]([OH:8])[CH:5]=[CH:4][C:3]=1[C:9](=[O:11])[CH3:10].Br[CH2:13][C:14]([CH3:17])=[CH:15][CH3:16].